This data is from Peptide-MHC class II binding affinity with 134,281 pairs from IEDB. The task is: Regression. Given a peptide amino acid sequence and an MHC pseudo amino acid sequence, predict their binding affinity value. This is MHC class II binding data. (1) The peptide sequence is IGYGKATLECQVQTA. The MHC is DRB1_1101 with pseudo-sequence DRB1_1101. The binding affinity (normalized) is 0.362. (2) The peptide sequence is AAATAGTTGYGAFAA. The MHC is HLA-DPA10103-DPB10401 with pseudo-sequence HLA-DPA10103-DPB10401. The binding affinity (normalized) is 0. (3) The peptide sequence is TKFKYLAGDYLSLAD. The MHC is HLA-DQA10501-DQB10301 with pseudo-sequence HLA-DQA10501-DQB10301. The binding affinity (normalized) is 0.172. (4) The peptide sequence is APADDKFTVFEAAFN. The MHC is DRB1_1302 with pseudo-sequence DRB1_1302. The binding affinity (normalized) is 0.188. (5) The peptide sequence is FAVVDLNKMRAVWVDGKART. The MHC is HLA-DQA10301-DQB10302 with pseudo-sequence HLA-DQA10301-DQB10302. The binding affinity (normalized) is 0.184.